This data is from Full USPTO retrosynthesis dataset with 1.9M reactions from patents (1976-2016). The task is: Predict the reactants needed to synthesize the given product. (1) The reactants are: [N:1]([C:4]1([CH2:19][OH:20])[O:8][CH:7]([N:9]2[CH:14]=[CH:13][C:12](=[O:15])[NH:11][C:10]2=[O:16])[CH:6]([OH:17])[CH:5]1[OH:18])=[N+:2]=[N-:3].CO[C:23](OC)([CH3:25])[CH3:24].S(O)(C)(=O)=O.C(N(CC)CC)C. Given the product [N:1]([C:4]1([CH2:19][OH:20])[CH:5]2[O:18][C:23]([CH3:25])([CH3:24])[O:17][CH:6]2[CH:7]([N:9]2[CH:14]=[CH:13][C:12](=[O:15])[NH:11][C:10]2=[O:16])[O:8]1)=[N+:2]=[N-:3], predict the reactants needed to synthesize it. (2) The reactants are: [NH2:1][C:2]1[CH:7]=[CH:6][CH:5]=[CH:4][C:3]=1[NH:8][C:9]([C:11]1[N:19]([CH3:20])[C:18]2[CH2:17][CH2:16][NH:15][CH2:14][C:13]=2[CH:12]=1)=[O:10].CCN(CC)CC.C1([O:34][C:35](=O)[NH:36][C:37]2[CH:38]=[N:39][CH:40]=[CH:41][CH:42]=2)C=CC=CC=1. Given the product [NH2:1][C:2]1[CH:7]=[CH:6][CH:5]=[CH:4][C:3]=1[NH:8][C:9]([C:11]1[N:19]([CH3:20])[C:18]2[CH2:17][CH2:16][N:15]([C:35]([NH:36][C:37]3[CH:38]=[N:39][CH:40]=[CH:41][CH:42]=3)=[O:34])[CH2:14][C:13]=2[CH:12]=1)=[O:10], predict the reactants needed to synthesize it. (3) Given the product [F:1][C:2]1[C:7]([CH3:8])=[CH:6][C:5]([C:9]2[CH:14]=[CH:13][CH:12]=[C:11]([F:15])[CH:10]=2)=[CH:4][C:3]=1[CH2:16][NH:17][C:18]1[C:19]([CH3:26])=[C:20]([CH:21]=[CH:22][C:23]=1[CH3:24])[O:25][CH2:34][C:35]([O:37][CH:38]([CH3:40])[CH3:39])=[O:36], predict the reactants needed to synthesize it. The reactants are: [F:1][C:2]1[C:7]([CH3:8])=[CH:6][C:5]([C:9]2[CH:14]=[CH:13][CH:12]=[C:11]([F:15])[CH:10]=2)=[CH:4][C:3]=1[CH2:16][NH:17][C:18]1[C:19]([CH3:26])=[C:20]([OH:25])[CH:21]=[CH:22][C:23]=1[CH3:24].C([O-])([O-])=O.[Cs+].[Cs+].Br[CH2:34][C:35]([O:37][CH:38]([CH3:40])[CH3:39])=[O:36].O.